The task is: Predict the reactants needed to synthesize the given product.. This data is from Retrosynthesis with 50K atom-mapped reactions and 10 reaction types from USPTO. (1) Given the product Cc1cc(OCC(=O)OCc2ccccc2)cc(C)c1S(=O)(=O)OC[C@@](C)(O)C(=O)[C@H](CC(C)C)NC(=O)OC(C)(C)C, predict the reactants needed to synthesize it. The reactants are: CC(C)C[C@H](NC(=O)OC(C)(C)C)C(=O)[C@](C)(O)CO.Cc1cc(OCC(=O)OCc2ccccc2)cc(C)c1S(=O)(=O)Cl. (2) The reactants are: CCOC(=O)c1ccc(C)c(O)c1.Cc1cccc(C)c1CCl. Given the product CCOC(=O)c1ccc(C)c(OCc2c(C)cccc2C)c1, predict the reactants needed to synthesize it. (3) Given the product OCc1csc(C2CCC2)n1, predict the reactants needed to synthesize it. The reactants are: CCOC(=O)c1csc(C2CCC2)n1. (4) Given the product OCCCNC1CCN(Cc2ccccc2)CC1, predict the reactants needed to synthesize it. The reactants are: NCCCO.O=C1CCN(Cc2ccccc2)CC1. (5) Given the product Clc1cccc(-c2cnc(Nc3ccc4c(c3)OCCO4)nc2Nc2ccc3c(c2)OCCO3)c1, predict the reactants needed to synthesize it. The reactants are: OB(O)c1cccc(Cl)c1.c1ccc(-c2cnc(Nc3ccc4c(c3)OCCO4)nc2Nc2ccc3c(c2)OCCO3)cc1.